Task: Predict the reaction yield, written as a fraction of the theoretical maximum amount of product (1.0 means a 100% yield; for example, 0.34 means a 34% yield).. Dataset: Reaction yield outcomes from USPTO patents with 853,638 reactions (1) The reactants are [Cl-].[Cl-].[Cl-].[Al+3].[CH2:5]([NH:7][CH2:8][CH3:9])[CH3:6].[OH:10][C@@H:11]1[CH2:14][C@H:13]([C:15]([O:17]CC2C=CC=CC=2)=O)[CH2:12]1.C(=O)(O)[O-].[Na+]. The catalyst is ClCCl. The yield is 0.940. The product is [CH2:5]([N:7]([CH2:8][CH3:9])[C:15]([C@H:13]1[CH2:12][C@@H:11]([OH:10])[CH2:14]1)=[O:17])[CH3:6]. (2) The reactants are [OH:1][C:2]1[CH:3]=[C:4]([CH2:9][C:10]([O:12][CH3:13])=[O:11])[CH:5]=[C:6]([OH:8])[CH:7]=1.C(=O)([O-])[O-].[K+].[K+].[CH2:20](Br)[CH:21]=[CH2:22].[CH3:24][C:25]([CH3:27])=O. No catalyst specified. The product is [CH2:20]([O:1][C:2]1[CH:3]=[C:4]([CH2:9][C:10]([O:12][CH3:13])=[O:11])[CH:5]=[C:6]([O:8][CH2:27][CH:25]=[CH2:24])[CH:7]=1)[CH:21]=[CH2:22]. The yield is 0.930. (3) The reactants are [Cl:1][C:2]1[CH:3]=[CH:4][C:5]([N+:12]([O-])=O)=[C:6]([C:8](=[O:11])[CH2:9][CH3:10])[CH:7]=1.[NH4+].[Cl-]. The catalyst is CCO.O.[Fe]. The product is [NH2:12][C:5]1[CH:4]=[CH:3][C:2]([Cl:1])=[CH:7][C:6]=1[C:8](=[O:11])[CH2:9][CH3:10]. The yield is 0.910. (4) The reactants are [C:1]1([CH3:15])[CH:6]=[CH:5][CH:4]=[CH:3][C:2]=1[C:7]1[CH:14]=[CH:13][C:10]([CH:11]=[O:12])=[CH:9][N:8]=1.[BH4-].[Na+]. The catalyst is C(O)C. The product is [C:1]1([CH3:15])[CH:6]=[CH:5][CH:4]=[CH:3][C:2]=1[C:7]1[N:8]=[CH:9][C:10]([CH2:11][OH:12])=[CH:13][CH:14]=1. The yield is 1.00.